This data is from Catalyst prediction with 721,799 reactions and 888 catalyst types from USPTO. The task is: Predict which catalyst facilitates the given reaction. Reactant: C([O-])(=O)C.[NH4+:5].[Br:6][C:7]1[CH:37]=[CH:36][C:10]([CH2:11][CH:12]([NH:25][C:26](=[O:35])[O:27][CH2:28][C:29]2[CH:34]=[CH:33][CH:32]=[CH:31][CH:30]=2)[C:13]([NH:15][CH2:16][C:17](=O)[CH2:18][C:19]([CH3:23])([CH3:22])[CH2:20][CH3:21])=O)=[CH:9][CH:8]=1. Product: [Br:6][C:7]1[CH:37]=[CH:36][C:10]([CH2:11][CH:12]([NH:25][C:26](=[O:35])[O:27][CH2:28][C:29]2[CH:34]=[CH:33][CH:32]=[CH:31][CH:30]=2)[C:13]2[NH:15][CH:16]=[C:17]([CH2:18][C:19]([CH3:23])([CH3:22])[CH2:20][CH3:21])[N:5]=2)=[CH:9][CH:8]=1. The catalyst class is: 113.